Dataset: Full USPTO retrosynthesis dataset with 1.9M reactions from patents (1976-2016). Task: Predict the reactants needed to synthesize the given product. Given the product [C:40]([N:42]=[C:43]([N:52]1[CH2:57][CH2:56][N:55]([C:2]2[N:6]([C:7]3[CH:12]=[CH:11][CH:10]=[CH:9][CH:8]=3)[N:5]=[N:4][N:3]=2)[CH:54]([C:58]2[CH:63]=[CH:62][CH:61]=[CH:60][CH:59]=2)[CH2:53]1)[NH:44][C:45]1[CH:50]=[CH:49][CH:48]=[CH:47][C:46]=1[CH3:51])#[N:41], predict the reactants needed to synthesize it. The reactants are: Cl[C:2]1[N:6]([C:7]2[CH:12]=[CH:11][CH:10]=[CH:9][CH:8]=2)[N:5]=[N:4][N:3]=1.C1OCCOCCOCCOCCOCCOC1.[F-].[K+].C(N(CC)CC)C.[C:40]([N:42]=[C:43]([N:52]1[CH2:57][CH2:56][NH:55][CH:54]([C:58]2[CH:63]=[CH:62][CH:61]=[CH:60][CH:59]=2)[CH2:53]1)[NH:44][C:45]1[CH:50]=[CH:49][CH:48]=[CH:47][C:46]=1[CH3:51])#[N:41].